From a dataset of Forward reaction prediction with 1.9M reactions from USPTO patents (1976-2016). Predict the product of the given reaction. (1) Given the reactants [Cl:1][C:2]1[CH:3]=[N:4][N:5]([C:7]2[CH:12]=[CH:11][N:10]=[CH:9][C:8]=2[N:13]2[CH2:18][CH2:17][CH:16]([C:19]([OH:21])=O)[CH2:15][CH2:14]2)[CH:6]=1.Cl.[F:23][C@H:24]1[CH2:28][CH2:27][NH:26][CH2:25]1.CN(C(ON1N=NC2C=CC=NC1=2)=[N+](C)C)C.F[P-](F)(F)(F)(F)F.CCN(C(C)C)C(C)C, predict the reaction product. The product is: [Cl:1][C:2]1[CH:3]=[N:4][N:5]([C:7]2[CH:12]=[CH:11][N:10]=[CH:9][C:8]=2[N:13]2[CH2:14][CH2:15][CH:16]([C:19]([N:26]3[CH2:27][CH2:28][C@H:24]([F:23])[CH2:25]3)=[O:21])[CH2:17][CH2:18]2)[CH:6]=1. (2) Given the reactants [CH3:1]/[CH:2]=[CH:3]/[C:4]([CH:6]1[C:11]([CH3:13])([CH3:12])[CH2:10][CH:9]=[CH:8][CH:7]1[CH3:14])=[O:5].C1CCN2C(=NCCC2)CC1.[SH:26][CH2:27][CH2:28][C:29]([O:31][CH2:32][CH:33]([CH2:38][CH3:39])[CH2:34][CH2:35][CH2:36][CH3:37])=[O:30], predict the reaction product. The product is: [O:5]=[C:4]([CH:6]1[C:11]([CH3:12])([CH3:13])[CH2:10][CH:9]=[CH:8][CH:7]1[CH3:14])[CH2:3][CH:2]([S:26][CH2:27][CH2:28][C:29]([O:31][CH2:32][CH:33]([CH2:38][CH3:39])[CH2:34][CH2:35][CH2:36][CH3:37])=[O:30])[CH3:1]. (3) Given the reactants C1(P(C2C=CC=CC=2)C2C=CC=CC=2)C=CC=CC=1.N1C=CN=C1.[I:25]I.O[CH2:28][C:29]1[CH:44]=[CH:43][C:32]([CH2:33][NH:34][C:35]([C:37]2[N:38]=[CH:39][N:40]([CH3:42])[CH:41]=2)=[O:36])=[CH:31][CH:30]=1, predict the reaction product. The product is: [I:25][CH2:28][C:29]1[CH:44]=[CH:43][C:32]([CH2:33][NH:34][C:35]([C:37]2[N:38]=[CH:39][N:40]([CH3:42])[CH:41]=2)=[O:36])=[CH:31][CH:30]=1. (4) Given the reactants Br[C:2]1[CH:3]=[N:4][CH:5]=[CH:6][CH:7]=1.C([Mg]Cl)(C)C.[F:13][C:14]([F:48])([F:47])[C:15]1[CH:16]=[C:17]([C:25]([CH3:46])([CH3:45])[C:26]([N:28]([C:30]2[CH:31]=[N:32][C:33](Cl)=[CH:34][C:35]=2[C:36]2[CH:41]=[CH:40][C:39]([F:42])=[CH:38][C:37]=2[CH3:43])[CH3:29])=[O:27])[CH:18]=[C:19]([C:21]([F:24])([F:23])[F:22])[CH:20]=1, predict the reaction product. The product is: [F:13][C:14]([F:48])([F:47])[C:15]1[CH:16]=[C:17]([C:25]([CH3:46])([CH3:45])[C:26]([N:28]([C:30]2[C:35]([C:36]3[CH:41]=[CH:40][C:39]([F:42])=[CH:38][C:37]=3[CH3:43])=[CH:34][C:33]([C:2]3[CH:3]=[N:4][CH:5]=[CH:6][CH:7]=3)=[N:32][CH:31]=2)[CH3:29])=[O:27])[CH:18]=[C:19]([C:21]([F:24])([F:23])[F:22])[CH:20]=1. (5) Given the reactants [O:1]1[CH:5]=[CH:4][C:3]([C:6]([C:13]2[CH:18]=[CH:17][CH:16]=[CH:15][CH:14]=2)([O:8][Si:9]([CH3:12])([CH3:11])[CH3:10])[CH3:7])=[CH:2]1.[Li]C(CC)C.C1CCCCC1.CN([CH:33]=[O:34])C, predict the reaction product. The product is: [C:13]1([C:6]([C:3]2[CH:4]=[C:5]([CH:33]=[O:34])[O:1][CH:2]=2)([O:8][Si:9]([CH3:12])([CH3:10])[CH3:11])[CH3:7])[CH:14]=[CH:15][CH:16]=[CH:17][CH:18]=1.